Dataset: Full USPTO retrosynthesis dataset with 1.9M reactions from patents (1976-2016). Task: Predict the reactants needed to synthesize the given product. (1) Given the product [CH:34]1([C@H:2]([NH:1][C:50](=[O:51])[C@H:48]([CH3:49])[NH:47][CH3:45])[C:3]([N:5]2[C@H:10]([C:11]([NH:13][C@H:14]3[C:23]4[C:18](=[CH:19][C:20]([F:24])=[CH:21][CH:22]=4)[O:17][CH2:16][CH2:15]3)=[O:12])[CH2:9][N:8]3[CH2:25][C@H:26]([O:28][CH2:29][C:30]([F:31])([F:32])[F:33])[CH2:27][C@@H:7]3[CH2:6]2)=[O:4])[CH2:39][CH2:38][CH2:37][CH2:36][CH2:35]1, predict the reactants needed to synthesize it. The reactants are: [NH2:1][C@@H:2]([CH:34]1[CH2:39][CH2:38][CH2:37][CH2:36][CH2:35]1)[C:3]([N:5]1[C@H:10]([C:11]([NH:13][C@H:14]2[C:23]3[C:18](=[CH:19][C:20]([F:24])=[CH:21][CH:22]=3)[O:17][CH2:16][CH2:15]2)=[O:12])[CH2:9][N:8]2[CH2:25][C@H:26]([O:28][CH2:29][C:30]([F:33])([F:32])[F:31])[CH2:27][C@@H:7]2[CH2:6]1)=[O:4].C(O[C:45]([N:47](C)[C@H:48]([C:50](O)=[O:51])[CH3:49])=O)(C)(C)C.CN(C(ON1N=NC2C1=CC=CC=2)=[N+](C)C)C.F[P-](F)(F)(F)(F)F.C(N(CC)C(C)C)(C)C.C(OCC)(=O)C.Cl. (2) Given the product [C:1]([OH:4])(=[O:3])[CH3:2].[C:47]([C:45]1[CH:44]=[CH:43][C:42]([C:51]2[CH:56]=[CH:55][C:54]([C:57]3[NH:61][C:60]4[CH:62]=[CH:63][C:64]([C:66]([NH2:68])=[NH:67])=[CH:65][C:59]=4[N:58]=3)=[CH:53][CH:52]=2)=[C:41]([OH:40])[CH:46]=1)(=[NH:48])[NH2:50], predict the reactants needed to synthesize it. The reactants are: [C:1]([OH:4])(=[O:3])[CH3:2].C(C1C=CC(C2C=CC(O)=C(C3NC4C=CC(C(N)=N)=CC=4N=3)C=2)=CC=1)(=N)N.C([O:40][C:41]1[CH:46]=[C:45]([C:47](=[NH:50])[NH:48]O)[CH:44]=[CH:43][C:42]=1[C:51]1[CH:56]=[CH:55][C:54]([C:57]2[NH:61][C:60]3[CH:62]=[CH:63][C:64]([C:66]([NH:68]O)=[NH:67])=[CH:65][C:59]=3[N:58]=2)=[CH:53][CH:52]=1)C1C=CC=CC=1.